From a dataset of HIV replication inhibition screening data with 41,000+ compounds from the AIDS Antiviral Screen. Binary Classification. Given a drug SMILES string, predict its activity (active/inactive) in a high-throughput screening assay against a specified biological target. The compound is Cc1cc(NS(=O)(=O)c2ccc(NC(=O)c3cccc4cc5ccccc5nc34)cc2)no1. The result is 0 (inactive).